This data is from Reaction yield outcomes from USPTO patents with 853,638 reactions. The task is: Predict the reaction yield, written as a fraction of the theoretical maximum amount of product (1.0 means a 100% yield; for example, 0.34 means a 34% yield). (1) The reactants are [F:1][C:2]1[CH:3]=[C:4]([CH:54]=[C:55]([F:57])[CH:56]=1)[CH2:5][N:6]1[CH:10]=[CH:9][C:8]([C:11]2[C:19]3[C:14](=[N:15][CH:16]=[C:17]([C:20]4[CH:25]=[CH:24][C:23]([C:26]5[CH2:31][CH2:30][N:29]([C:32]([O:34][C:35]([CH3:38])([CH3:37])[CH3:36])=[O:33])[CH2:28][CH:27]=5)=[C:22]([NH:39][S:40]([CH3:43])(=[O:42])=[O:41])[CH:21]=4)[CH:18]=3)[N:13]([S:44]([C:47]3[CH:53]=[CH:52][C:50]([CH3:51])=[CH:49][CH:48]=3)(=[O:46])=[O:45])[CH:12]=2)=[N:7]1. The catalyst is [N+](C1C=C(C=CC=1)CN1C=C(B2OC(C)(C)C(C)(C)O2)C=N1)([O-])=O.[OH-].[Pd+2].[OH-]. The product is [F:57][C:55]1[CH:54]=[C:4]([CH:3]=[C:2]([F:1])[CH:56]=1)[CH2:5][N:6]1[CH:10]=[CH:9][C:8]([C:11]2[C:19]3[C:14](=[N:15][CH:16]=[C:17]([C:20]4[CH:25]=[CH:24][C:23]([CH:26]5[CH2:31][CH2:30][N:29]([C:32]([O:34][C:35]([CH3:38])([CH3:37])[CH3:36])=[O:33])[CH2:28][CH2:27]5)=[C:22]([NH:39][S:40]([CH3:43])(=[O:41])=[O:42])[CH:21]=4)[CH:18]=3)[N:13]([S:44]([C:47]3[CH:48]=[CH:49][C:50]([CH3:51])=[CH:52][CH:53]=3)(=[O:46])=[O:45])[CH:12]=2)=[N:7]1. The yield is 0.800. (2) The reactants are I[C:2]1[CH:7]=[CH:6][C:5]([S:8]([CH3:11])(=[O:10])=[O:9])=[CH:4][C:3]=1[C:12]([N:14]1[CH2:19][CH2:18][N:17]([C:20]2[CH:25]=[CH:24][C:23]([C:26]([F:29])([F:28])[F:27])=[CH:22][CH:21]=2)[CH2:16][CH2:15]1)=[O:13].[CH3:30][C:31]1[CH:32]=[N:33][NH:34][CH:35]=1. No catalyst specified. The product is [CH3:11][S:8]([C:5]1[CH:6]=[CH:7][C:2]([N:33]2[CH:32]=[C:31]([CH3:30])[CH:35]=[N:34]2)=[C:3]([C:12]([N:14]2[CH2:19][CH2:18][N:17]([C:20]3[CH:25]=[CH:24][C:23]([C:26]([F:29])([F:28])[F:27])=[CH:22][CH:21]=3)[CH2:16][CH2:15]2)=[O:13])[CH:4]=1)(=[O:10])=[O:9]. The yield is 0.430. (3) The reactants are F[C:2]1[CH:9]=[CH:8][C:5]([CH:6]=O)=[CH:4][C:3]=1[O:10][C:11]1[CH:16]=[CH:15][CH:14]=[CH:13][CH:12]=1.[CH3:17][C:18]1[N:19]=[CH:20][NH:21][CH:22]=1.[C:23]([O-])([O-])=O.[K+].[K+].[N+](=C(P(=O)(OC)OC)C(=O)C)=[N-]. The catalyst is CN(C=O)C.CCOC(C)=O.C(Cl)Cl. The product is [C:6]([C:5]1[CH:8]=[CH:9][C:2]([N:21]2[CH:22]=[C:18]([CH3:17])[N:19]=[CH:20]2)=[C:3]([O:10][C:11]2[CH:16]=[CH:15][CH:14]=[CH:13][CH:12]=2)[CH:4]=1)#[CH:23]. The yield is 0.870. (4) The reactants are [NH2:1][C:2]1[N:3]([CH3:27])[C:4](=[O:26])[C:5]([C:18]2[CH:23]=[CH:22][C:21]([F:24])=[C:20](Br)[CH:19]=2)([C:7]2[CH:12]=[CH:11][C:10]([O:13][CH:14]([F:16])[F:15])=[C:9]([CH3:17])[CH:8]=2)[N:6]=1.N1[CH2:32][CH2:31][CH2:30][CH2:29]1. The catalyst is Cl[Pd](Cl)([P](C1C=CC=CC=1)(C1C=CC=CC=1)C1C=CC=CC=1)[P](C1C=CC=CC=1)(C1C=CC=CC=1)C1C=CC=CC=1.[Cu]I.C(#N)C. The product is [NH2:1][C:2]1[N:3]([CH3:27])[C:4](=[O:26])[C:5]([C:18]2[CH:23]=[CH:22][C:21]([F:24])=[C:20]([C:29]#[C:30][CH2:31][CH3:32])[CH:19]=2)([C:7]2[CH:12]=[CH:11][C:10]([O:13][CH:14]([F:16])[F:15])=[C:9]([CH3:17])[CH:8]=2)[N:6]=1. The yield is 0.200.